This data is from Reaction yield outcomes from USPTO patents with 853,638 reactions. The task is: Predict the reaction yield, written as a fraction of the theoretical maximum amount of product (1.0 means a 100% yield; for example, 0.34 means a 34% yield). (1) The reactants are [CH2:1]([O:3][C:4]([CH:6]1[CH2:8][CH:7]1[C:9]1[CH:14]=[CH:13][C:12]([O:15]C)=[C:11]([F:17])[CH:10]=1)=[O:5])[CH3:2].B(Br)(Br)Br.CO. The catalyst is C(Cl)Cl. The product is [CH2:1]([O:3][C:4]([CH:6]1[CH2:8][CH:7]1[C:9]1[CH:14]=[CH:13][C:12]([OH:15])=[C:11]([F:17])[CH:10]=1)=[O:5])[CH3:2]. The yield is 0.910. (2) The reactants are [F:1][C:2]1[CH:8]=[CH:7][CH:6]=[CH:5][C:3]=1[NH2:4].N1C=CC=CC=1.[Cl:15][CH2:16][CH2:17][C:18](Cl)=[O:19]. The catalyst is ClCCCl. The product is [Cl:15][CH2:16][CH2:17][C:18]([NH:4][C:3]1[CH:5]=[CH:6][CH:7]=[CH:8][C:2]=1[F:1])=[O:19]. The yield is 0.900. (3) The reactants are [NH2:1][C:2]1[S:17][C:5]2[CH2:6][N:7]([C:10]([O:12][C:13]([CH3:16])([CH3:15])[CH3:14])=[O:11])[CH2:8][CH2:9][C:4]=2[C:3]=1[C:18]([O:20][CH3:21])=[O:19].C(N(CC)CC)C.[C:29](OC(=O)C)(=[O:31])[CH3:30]. The catalyst is CN(C1C=CN=CC=1)C.CN(C)C=O.ClCCl. The product is [C:29]([NH:1][C:2]1[S:17][C:5]2[CH2:6][N:7]([C:10]([O:12][C:13]([CH3:14])([CH3:15])[CH3:16])=[O:11])[CH2:8][CH2:9][C:4]=2[C:3]=1[C:18]([O:20][CH3:21])=[O:19])(=[O:31])[CH3:30]. The yield is 0.990. (4) The reactants are [OH:1][CH2:2][C:3]1([C:8]#[N:9])[CH2:7][CH2:6][CH2:5][CH2:4]1.[H-].[Na+].[CH2:12](Br)[C:13]1[CH:18]=[CH:17][CH:16]=[CH:15][CH:14]=1.O. The catalyst is CN(C=O)C.[Cl-].[Na+].O. The product is [CH2:12]([O:1][CH2:2][C:3]1([C:8]#[N:9])[CH2:7][CH2:6][CH2:5][CH2:4]1)[C:13]1[CH:18]=[CH:17][CH:16]=[CH:15][CH:14]=1. The yield is 0.640. (5) The reactants are Br[C:2]1[CH:3]=[N:4][CH:5]=[C:6]([N+:9]([O-:11])=[O:10])[C:7]=1[NH2:8].[N:12]1[CH:17]=[CH:16][CH:15]=[C:14](B(O)O)[CH:13]=1.C([O-])([O-])=O.[Na+].[Na+]. The catalyst is Cl[Pd](Cl)([P](C1C=CC=CC=1)(C1C=CC=CC=1)C1C=CC=CC=1)[P](C1C=CC=CC=1)(C1C=CC=CC=1)C1C=CC=CC=1.O1CCOCC1. The product is [N+:9]([C:6]1[C:7]([NH2:8])=[C:2]([C:14]2[CH:13]=[N:12][CH:17]=[CH:16][CH:15]=2)[CH:3]=[N:4][CH:5]=1)([O-:11])=[O:10]. The yield is 0.870.